The task is: Predict the reaction yield, written as a fraction of the theoretical maximum amount of product (1.0 means a 100% yield; for example, 0.34 means a 34% yield).. This data is from Reaction yield outcomes from USPTO patents with 853,638 reactions. (1) The reactants are [C:1]([C:3]1[C:4]([N:10]=[CH:11][N:12]([CH3:14])[CH3:13])=[N:5][C:6]([CH3:9])=[CH:7][CH:8]=1)#[N:2].[CH:15]([N-]C(C)C)(C)C.[Li+].CI.C(OCC)(=O)C. The catalyst is O1CCCC1.C1(C)C=CC=CC=1.CCCCCC.CCCCCCC. The product is [C:1]([C:3]1[C:4]([N:10]=[CH:11][N:12]([CH3:13])[CH3:14])=[N:5][C:6]([CH2:9][CH3:15])=[CH:7][CH:8]=1)#[N:2]. The yield is 0.860. (2) The reactants are [CH3:1][S:2]([C:5]1[CH:6]=[CH:7][C:8]([O:14][C@H:15]([CH3:20])[C:16]([F:19])([F:18])[F:17])=[C:9]([CH:13]=1)[C:10]([OH:12])=O)(=[O:4])=[O:3].[N:21]1[CH2:24][CH:23]([OH:25])[CH:22]=1. No catalyst specified. The product is [OH:25][CH:23]1[CH2:24][N:21]([C:10]([C:9]2[CH:13]=[C:5]([S:2]([CH3:1])(=[O:3])=[O:4])[CH:6]=[CH:7][C:8]=2[O:14][C@H:15]([CH3:20])[C:16]([F:19])([F:18])[F:17])=[O:12])[CH2:22]1. The yield is 0.300. (3) The reactants are Cl.[CH3:2][C:3]1[CH:8]=[CH:7][C:6]([NH:9]N)=[CH:5][CH:4]=1.[O:11]1[CH:15]=[CH:14][CH2:13][CH2:12]1.C(OCC)C. The catalyst is O1CCOCC1.O. The product is [CH3:2][C:3]1[CH:8]=[C:7]2[C:6](=[CH:5][CH:4]=1)[NH:9][CH:15]=[C:14]2[CH2:13][CH2:12][OH:11]. The yield is 0.180. (4) The reactants are [NH2:1][C:2]1[N:23]=[C:22](Cl)[CH:21]=[CH:20][C:3]=1[C:4]([NH:6][CH2:7][C:8]1[S:9][C:10]([O:13][C:14]2[CH:19]=[CH:18][CH:17]=[CH:16][CH:15]=2)=[CH:11][CH:12]=1)=[O:5].C1C=CC(C[C:32]([NH:34]CN[C@H](C(O)=O)CC2C=CC([N+]([O-])=O)=CC=2)=O)=CC=1.CN. The catalyst is CS(C)=O.C(N(C(C)C)CC)(C)C.[Cl-].[Na+].O. The product is [NH2:1][C:2]1[N:23]=[C:22]([NH:34][CH3:32])[CH:21]=[CH:20][C:3]=1[C:4]([NH:6][CH2:7][C:8]1[S:9][C:10]([O:13][C:14]2[CH:19]=[CH:18][CH:17]=[CH:16][CH:15]=2)=[CH:11][CH:12]=1)=[O:5]. The yield is 0.730. (5) The reactants are C([O:8][CH2:9][C:10]1([C:16]([O:18]CC2C=CC=CC=2)=[O:17])[CH:15]=[CH:14][CH2:13][O:12][CH2:11]1)C1C=CC=CC=1.N#N. The catalyst is CO.[Pd]. The product is [OH:8][CH2:9][C:10]1([C:16]([OH:18])=[O:17])[CH2:15][CH2:14][CH2:13][O:12][CH2:11]1. The yield is 0.740. (6) The reactants are [Cl:1][C:2]1[CH:30]=[CH:29][C:5]2[N:6]([CH2:24][CH2:25][CH2:26][CH2:27][F:28])[C:7]([CH2:9][N:10]3[C:14]4[CH:15]=[N:16][CH:17]=[CH:18][C:13]=4[N:12]([CH2:19][C:20](O)=[O:21])[C:11]3=[O:23])=[N:8][C:4]=2[CH:3]=1.C([N:34]([CH:37]([CH3:39])[CH3:38])CC)(C)C.C1(N)CC1.C[NH3+].F[P-](F)(F)(F)(F)F.N1(OC(N(C)C)=[N+](C)C)C2N=CC=CC=2N=N1.F[P-](F)(F)(F)(F)F. The catalyst is CN(C=O)C.O. The product is [Cl:1][C:2]1[CH:30]=[CH:29][C:5]2[N:6]([CH2:24][CH2:25][CH2:26][CH2:27][F:28])[C:7]([CH2:9][N:10]3[C:14]4[CH:15]=[N:16][CH:17]=[CH:18][C:13]=4[N:12]([CH2:19][C:20]([NH:34][CH:37]4[CH2:39][CH2:38]4)=[O:21])[C:11]3=[O:23])=[N:8][C:4]=2[CH:3]=1. The yield is 0.260.